From a dataset of Full USPTO retrosynthesis dataset with 1.9M reactions from patents (1976-2016). Predict the reactants needed to synthesize the given product. (1) Given the product [C:1]1([C:7]2[CH2:12][O:11][CH2:10][CH2:9][C:8]=2[CH2:13][OH:14])[CH:2]=[CH:3][CH:4]=[CH:5][CH:6]=1, predict the reactants needed to synthesize it. The reactants are: [C:1]1([C:7]2[CH2:12][O:11][CH2:10][CH2:9][C:8]=2[C:13](OCC)=[O:14])[CH:6]=[CH:5][CH:4]=[CH:3][CH:2]=1.[H-].[H-].[H-].[H-].[Li+].[Al+3]. (2) Given the product [CH2:1]([O:4][C:5]1([CH3:41])[CH2:10][CH2:9][N:8]([C:11]2[N:16]3[CH:17]=[C:18]([NH2:20])[N:19]=[C:15]3[CH:14]=[C:13]([CH3:30])[C:12]=2[C@H:31]([O:36][C:37]([CH3:40])([CH3:39])[CH3:38])[C:32]([O:34][CH3:35])=[O:33])[CH2:7][CH2:6]1)[CH:2]=[CH2:3], predict the reactants needed to synthesize it. The reactants are: [CH2:1]([O:4][C:5]1([CH3:41])[CH2:10][CH2:9][N:8]([C:11]2[N:16]3[CH:17]=[C:18]([NH:20]C(OCC[Si](C)(C)C)=O)[N:19]=[C:15]3[CH:14]=[C:13]([CH3:30])[C:12]=2[C@H:31]([O:36][C:37]([CH3:40])([CH3:39])[CH3:38])[C:32]([O:34][CH3:35])=[O:33])[CH2:7][CH2:6]1)[CH:2]=[CH2:3].CCCC[N+](CCCC)(CCCC)CCCC.[F-].